Dataset: Full USPTO retrosynthesis dataset with 1.9M reactions from patents (1976-2016). Task: Predict the reactants needed to synthesize the given product. (1) Given the product [Br:18][C:7]1[CH:6]=[C:5]2[C:10](=[CH:9][CH:8]=1)[N:2]([CH3:1])[CH2:3][CH2:4]2, predict the reactants needed to synthesize it. The reactants are: [CH3:1][N:2]1[C:10]2[C:5](=[CH:6][C:7](N)=[CH:8][CH:9]=2)[CH2:4][CH2:3]1.N([O-])=O.[Na+].[OH-].[Na+].[BrH:18]. (2) Given the product [Br:1][C:2]1[CH:3]=[CH:4][C:5]([N:8]2[C:26](=[O:27])[NH:11][C:10]([C:12]3[C:17]([F:18])=[CH:16][CH:15]=[CH:14][C:13]=3[Cl:19])=[N:9]2)=[CH:6][CH:7]=1, predict the reactants needed to synthesize it. The reactants are: [Br:1][C:2]1[CH:7]=[CH:6][C:5]([NH:8][N:9]=[C:10]([C:12]2[C:17]([F:18])=[CH:16][CH:15]=[CH:14][C:13]=2[Cl:19])[NH2:11])=[CH:4][CH:3]=1.N1C=CC=CC=1.[C:26](Cl)(Cl)=[O:27]. (3) Given the product [NH2:14][C:11]1[CH:12]=[CH:13][C:8]([P:3]([CH2:1][CH3:2])(=[O:7])[O:4][CH2:5][CH3:6])=[C:9]([O:17][CH3:18])[CH:10]=1, predict the reactants needed to synthesize it. The reactants are: [CH2:1]([P:3]([C:8]1[CH:13]=[CH:12][C:11]([N+:14]([O-])=O)=[CH:10][C:9]=1[O:17][CH3:18])(=[O:7])[O:4][CH2:5][CH3:6])[CH3:2]. (4) Given the product [C:1]([O:5][C:6]([N:8]1[CH2:9][CH2:10][CH:11]([CH2:14][CH2:15][N:16]2[CH2:17][CH2:18][N:19]([C:22]3[CH:27]=[CH:26][C:25]([C:28](=[O:30])[NH2:40])=[CH:24][CH:23]=3)[CH2:20][CH2:21]2)[CH2:12][CH2:13]1)=[O:7])([CH3:4])([CH3:3])[CH3:2], predict the reactants needed to synthesize it. The reactants are: [C:1]([O:5][C:6]([N:8]1[CH2:13][CH2:12][CH:11]([CH2:14][CH2:15][N:16]2[CH2:21][CH2:20][N:19]([C:22]3[CH:27]=[CH:26][C:25]([C:28]([OH:30])=O)=[CH:24][CH:23]=3)[CH2:18][CH2:17]2)[CH2:10][CH2:9]1)=[O:7])([CH3:4])([CH3:3])[CH3:2].N.O1CCOCC1.CC[N:40](CC)CC.CN(C(ON1N=NC2C=CC=CC1=2)=[N+](C)C)C.F[P-](F)(F)(F)(F)F. (5) Given the product [F:1][C:2]1[C:11]2[N:10]3[CH2:12][CH2:13][CH2:14][CH:9]3[CH2:8][N:7]3[CH2:15][CH2:16][NH:17][CH2:21][C:5]([C:6]=23)=[CH:4][CH:3]=1.[F:20][C:21]([F:26])([F:25])[C:22]([OH:24])=[O:23], predict the reactants needed to synthesize it. The reactants are: [F:1][C:2]1[CH:3]=[CH:4][CH2:5][CH:6]2[C:11]=1[N:10]1[CH2:12][CH2:13][CH2:14][CH:9]1[CH2:8][N:7]2[CH2:15][CH2:16][NH2:17].C=O.[F:20][C:21]([F:26])([F:25])[C:22]([OH:24])=[O:23]. (6) Given the product [CH2:23]([C:18]1[CH:19]=[N:20][C:15]([N:4]2[CH2:5][CH2:6][N:1]([C:7]([O:9][C:10]([CH3:13])([CH3:12])[CH3:11])=[O:8])[CH2:2][CH2:3]2)=[N:16][CH:17]=1)[CH3:24], predict the reactants needed to synthesize it. The reactants are: [N:1]1([C:7]([O:9][C:10]([CH3:13])([CH3:12])[CH3:11])=[O:8])[CH2:6][CH2:5][NH:4][CH2:3][CH2:2]1.Cl[C:15]1[N:20]=[C:19](CC)[CH:18]=[CH:17][N:16]=1.[CH2:23](N(CC)CC)[CH3:24]. (7) Given the product [F:22][C:18]1[CH:17]=[C:16]([C:15]2[S:14][C:13]([CH3:23])=[N:12][C:11]=2[C:9]([N:4]2[C@H:3]([CH2:2][NH:1][C:33]([C:26]3[C:27]4[C:32](=[CH:31][CH:30]=[CH:29][CH:28]=4)[NH:24][N:25]=3)=[O:34])[CH2:8][C@H:7]3[C@@H:5]2[CH2:6]3)=[O:10])[CH:21]=[CH:20][CH:19]=1, predict the reactants needed to synthesize it. The reactants are: [NH2:1][CH2:2][C@@H:3]1[CH2:8][C@H:7]2[C@H:5]([CH2:6]2)[N:4]1[C:9]([C:11]1[N:12]=[C:13]([CH3:23])[S:14][C:15]=1[C:16]1[CH:21]=[CH:20][CH:19]=[C:18]([F:22])[CH:17]=1)=[O:10].[NH:24]1[C:32]2[C:27](=[CH:28][CH:29]=[CH:30][CH:31]=2)[C:26]([C:33](O)=[O:34])=[N:25]1. (8) Given the product [C:22]1([C:28]#[C:29][C:2]2[CH:7]=[CH:6][C:5]([C:8]3[O:12][C:11]([N:13]4[CH:19]5[CH2:20][CH2:21][N:16]([CH2:17][CH2:18]5)[CH2:15][CH2:14]4)=[N:10][N:9]=3)=[CH:4][CH:3]=2)[CH:27]=[CH:26][CH:25]=[CH:24][CH:23]=1, predict the reactants needed to synthesize it. The reactants are: I[C:2]1[CH:7]=[CH:6][C:5]([C:8]2[O:12][C:11]([N:13]3[CH:19]4[CH2:20][CH2:21][N:16]([CH2:17][CH2:18]4)[CH2:15][CH2:14]3)=[N:10][N:9]=2)=[CH:4][CH:3]=1.[C:22]1([C:28]#[CH:29])[CH:27]=[CH:26][CH:25]=[CH:24][CH:23]=1.C(N(C(C)C)CC)(C)C.